Dataset: NCI-60 drug combinations with 297,098 pairs across 59 cell lines. Task: Regression. Given two drug SMILES strings and cell line genomic features, predict the synergy score measuring deviation from expected non-interaction effect. Drug 1: C1CN1C2=NC(=NC(=N2)N3CC3)N4CC4. Drug 2: C1=CC(=C2C(=C1NCCNCCO)C(=O)C3=C(C=CC(=C3C2=O)O)O)NCCNCCO. Cell line: SW-620. Synergy scores: CSS=50.9, Synergy_ZIP=-3.88, Synergy_Bliss=-4.05, Synergy_Loewe=-3.53, Synergy_HSA=4.10.